Dataset: Catalyst prediction with 721,799 reactions and 888 catalyst types from USPTO. Task: Predict which catalyst facilitates the given reaction. (1) Reactant: [NH:1]1[C:9]2[C:4](=[CH:5][CH:6]=[CH:7][CH:8]=2)[C:3](/[CH:10]=[CH:11]/[C:12]2[CH:17]=[CH:16][CH:15]=[CH:14][C:13]=2[NH2:18])=[N:2]1.[N:19]1[CH:24]=[CH:23][N:22]=[CH:21][C:20]=1[C:25](O)=[O:26].O.ON1C2C=CC=CC=2N=N1.CN1CCOCC1.C(Cl)CCl.C(=O)([O-])O.[Na+]. Product: [NH:1]1[C:9]2[C:4](=[CH:5][CH:6]=[CH:7][CH:8]=2)[C:3](/[CH:10]=[CH:11]/[C:12]2[CH:17]=[CH:16][CH:15]=[CH:14][C:13]=2[NH:18][C:25]([C:20]2[CH:21]=[N:22][CH:23]=[CH:24][N:19]=2)=[O:26])=[N:2]1. The catalyst class is: 1. (2) Reactant: [C:1]1([C:30]2[CH:35]=[CH:34][CH:33]=[CH:32][CH:31]=2)[CH:6]=[CH:5][C:4]([C:7]2[N:12]=[C:11]3[CH:13]=[C:14]([S:24][CH2:25][C:26]([OH:28])=[O:27])[N:15]([CH2:16][O:17]CC[Si](C)(C)C)[C:10]3=[CH:9][C:8]=2[Cl:29])=[CH:3][CH:2]=1.Cl. Product: [C:1]1([C:30]2[CH:35]=[CH:34][CH:33]=[CH:32][CH:31]=2)[CH:6]=[CH:5][C:4]([C:7]2[N:12]=[C:11]3[CH:13]=[C:14]([S:24][CH2:25][C:26]([OH:28])=[O:27])[N:15]([CH2:16][OH:17])[C:10]3=[CH:9][C:8]=2[Cl:29])=[CH:3][CH:2]=1. The catalyst class is: 1. (3) Reactant: [F:1][C:2]1[CH:3]=[C:4]2[N:10]=[CH:9][NH:8][C:5]2=[N:6][CH:7]=1.[H-].[Na+].Cl[CH2:14][C:15]1[CH:25]=[CH:24][C:18]2[N:19]=[C:20]([S:22][CH3:23])[S:21][C:17]=2[CH:16]=1.O. Product: [F:1][C:2]1[CH:3]=[C:4]2[N:10]=[CH:9][N:8]([CH2:14][C:15]3[CH:25]=[CH:24][C:18]4[N:19]=[C:20]([S:22][CH3:23])[S:21][C:17]=4[CH:16]=3)[C:5]2=[N:6][CH:7]=1. The catalyst class is: 3.